From a dataset of Full USPTO retrosynthesis dataset with 1.9M reactions from patents (1976-2016). Predict the reactants needed to synthesize the given product. (1) Given the product [C:1]([O:5][C:6]([N:8]([CH3:13])[CH2:9][C:10]([NH:28][CH2:29][CH2:30][CH2:31][P+:32]([C:45]1[CH:50]=[CH:49][CH:48]=[CH:47][CH:46]=1)([C:33]1[CH:34]=[CH:35][CH:36]=[CH:37][CH:38]=1)[C:39]1[CH:44]=[CH:43][CH:42]=[CH:41][CH:40]=1)=[O:12])=[O:7])([CH3:2])([CH3:3])[CH3:4].[Br-:26], predict the reactants needed to synthesize it. The reactants are: [C:1]([O:5][C:6]([N:8]([CH3:13])[CH2:9][C:10]([OH:12])=O)=[O:7])([CH3:4])([CH3:3])[CH3:2].C1N=CN(C(N2C=NC=C2)=O)C=1.[Br-:26].[Br-:26].[NH2:28][CH2:29][CH2:30][CH2:31][P+:32]([C:45]1[CH:50]=[CH:49][CH:48]=[CH:47][CH:46]=1)([C:39]1[CH:44]=[CH:43][CH:42]=[CH:41][CH:40]=1)[C:33]1[CH:38]=[CH:37][CH:36]=[CH:35][CH:34]=1.[NH2:28][CH2:29][CH2:30][CH2:31][P+:32]([C:45]1[CH:50]=[CH:49][CH:48]=[CH:47][CH:46]=1)([C:33]1[CH:34]=[CH:35][CH:36]=[CH:37][CH:38]=1)[C:39]1[CH:44]=[CH:43][CH:42]=[CH:41][CH:40]=1. (2) Given the product [C:1]([C:3]1[CH:4]=[CH:5][C:6]([CH:9]2[N:14]3[CH:15]=[CH:16][N:17]=[C:13]3[N:12]([C:30]3[CH:29]=[CH:28][CH:27]=[C:26]([C:25]([F:36])([F:35])[F:24])[CH:31]=3)[C:11]([CH3:18])=[C:10]2[C:19]([O:21][CH2:22][CH3:23])=[O:20])=[CH:7][CH:8]=1)#[N:2], predict the reactants needed to synthesize it. The reactants are: [C:1]([C:3]1[CH:8]=[CH:7][C:6]([CH:9]2[N:14]3[CH:15]=[CH:16][N:17]=[C:13]3[NH:12][C:11]([CH3:18])=[C:10]2[C:19]([O:21][CH2:22][CH3:23])=[O:20])=[CH:5][CH:4]=1)#[N:2].[F:24][C:25]([F:36])([F:35])[C:26]1[CH:27]=[C:28](B(O)O)[CH:29]=[CH:30][CH:31]=1.N1C=CC=CC=1.C(N(CC)CC)C.